From a dataset of Full USPTO retrosynthesis dataset with 1.9M reactions from patents (1976-2016). Predict the reactants needed to synthesize the given product. (1) Given the product [Br:1][C:2]1[N:10]([CH2:24][C:25]#[C:26][CH3:27])[C:9]2[C:8](=[O:11])[NH:7][CH:6]=[N:5][C:4]=2[C:3]=1[C:12]#[N:13], predict the reactants needed to synthesize it. The reactants are: [Br:1][C:2]1[NH:10][C:9]2[C:8](=[O:11])[NH:7][CH:6]=[N:5][C:4]=2[C:3]=1[C:12]#[N:13].C(N(C(C)C)CC)(C)C.Br[CH2:24][C:25]#[C:26][CH3:27]. (2) The reactants are: [C:1]([C:4]1[CH:5]=[CH:6][C:7]([CH3:27])=[C:8]([C:10]2[N:15]=[C:14]3[N:16]([CH3:26])[C:17](=[O:25])[N:18]([CH2:19][C@H:20]4[CH2:22][C:21]4([F:24])[F:23])[C:13]3=[CH:12][CH:11]=2)[CH:9]=1)(=[O:3])[CH3:2].[F-].[Cs+].C[Si](C)(C)[C:32]([F:35])([F:34])[F:33]. Given the product [F:24][C:21]1([F:23])[CH2:22][CH:20]1[CH2:19][N:18]1[C:13]2[C:14](=[N:15][C:10]([C:8]3[CH:9]=[C:4]([C:1]([OH:3])([CH3:2])[C:32]([F:35])([F:34])[F:33])[CH:5]=[CH:6][C:7]=3[CH3:27])=[CH:11][CH:12]=2)[N:16]([CH3:26])[C:17]1=[O:25], predict the reactants needed to synthesize it. (3) Given the product [Cl:44][C:41]1[CH:42]=[CH:43][C:38]([CH2:37][N:6]2[CH2:7][CH2:8][N:9]([C:11](=[O:36])[C@@H:12]([NH:17][C:18](=[O:35])[C@H:19]([CH:29]3[CH2:34][CH2:33][CH2:32][CH2:31][CH2:30]3)[NH:20][C:21]([C:23]3[CH:28]=[N:27][CH:26]=[CH:25][N:24]=3)=[O:22])[C:13]([CH3:15])([CH3:14])[CH3:16])[CH2:10][C@@H:5]2[C:3]([OH:4])=[O:2])=[CH:39][CH:40]=1, predict the reactants needed to synthesize it. The reactants are: C[O:2][C:3]([C@H:5]1[CH2:10][N:9]([C:11](=[O:36])[C@@H:12]([NH:17][C:18](=[O:35])[C@H:19]([CH:29]2[CH2:34][CH2:33][CH2:32][CH2:31][CH2:30]2)[NH:20][C:21]([C:23]2[CH:28]=[N:27][CH:26]=[CH:25][N:24]=2)=[O:22])[C:13]([CH3:16])([CH3:15])[CH3:14])[CH2:8][CH2:7][N:6]1[CH2:37][C:38]1[CH:43]=[CH:42][C:41]([Cl:44])=[CH:40][CH:39]=1)=[O:4].Cl. (4) Given the product [Br:1][C:2]1[CH:3]=[N:4][C:5]2[N:6]([N:8]=[C:9]([C:11]([N:20]3[CH:15]([CH3:14])[CH2:16][C:17]4[O:23][CH:22]=[CH:21][C:18]=4[CH2:19]3)=[O:13])[CH:10]=2)[CH:7]=1, predict the reactants needed to synthesize it. The reactants are: [Br:1][C:2]1[CH:3]=[N:4][C:5]2[N:6]([N:8]=[C:9]([C:11]([OH:13])=O)[CH:10]=2)[CH:7]=1.[CH3:14][CH:15]1[NH:20][CH2:19][C:18]2[CH:21]=[CH:22][O:23][C:17]=2[CH2:16]1.